From a dataset of Peptide-MHC class I binding affinity with 185,985 pairs from IEDB/IMGT. Regression. Given a peptide amino acid sequence and an MHC pseudo amino acid sequence, predict their binding affinity value. This is MHC class I binding data. The peptide sequence is IYCGFKFAW. The MHC is HLA-A30:01 with pseudo-sequence HLA-A30:01. The binding affinity (normalized) is 0.0847.